This data is from NCI-60 drug combinations with 297,098 pairs across 59 cell lines. The task is: Regression. Given two drug SMILES strings and cell line genomic features, predict the synergy score measuring deviation from expected non-interaction effect. (1) Drug 1: CN(CC1=CN=C2C(=N1)C(=NC(=N2)N)N)C3=CC=C(C=C3)C(=O)NC(CCC(=O)O)C(=O)O. Drug 2: CCCCCOC(=O)NC1=NC(=O)N(C=C1F)C2C(C(C(O2)C)O)O. Cell line: MCF7. Synergy scores: CSS=27.7, Synergy_ZIP=0.861, Synergy_Bliss=1.10, Synergy_Loewe=-38.2, Synergy_HSA=0.521. (2) Drug 1: CC(C1=C(C=CC(=C1Cl)F)Cl)OC2=C(N=CC(=C2)C3=CN(N=C3)C4CCNCC4)N. Drug 2: CC1CCC2CC(C(=CC=CC=CC(CC(C(=O)C(C(C(=CC(C(=O)CC(OC(=O)C3CCCCN3C(=O)C(=O)C1(O2)O)C(C)CC4CCC(C(C4)OC)O)C)C)O)OC)C)C)C)OC. Cell line: NCI-H522. Synergy scores: CSS=22.8, Synergy_ZIP=-3.62, Synergy_Bliss=-1.69, Synergy_Loewe=-17.2, Synergy_HSA=-0.993. (3) Drug 1: C1=CN(C(=O)N=C1N)C2C(C(C(O2)CO)O)O.Cl. Drug 2: CC1C(C(CC(O1)OC2CC(OC(C2O)C)OC3=CC4=CC5=C(C(=O)C(C(C5)C(C(=O)C(C(C)O)O)OC)OC6CC(C(C(O6)C)O)OC7CC(C(C(O7)C)O)OC8CC(C(C(O8)C)O)(C)O)C(=C4C(=C3C)O)O)O)O. Cell line: RXF 393. Synergy scores: CSS=41.9, Synergy_ZIP=0.477, Synergy_Bliss=1.91, Synergy_Loewe=-21.4, Synergy_HSA=-0.460. (4) Drug 1: CCC1=C2CN3C(=CC4=C(C3=O)COC(=O)C4(CC)O)C2=NC5=C1C=C(C=C5)O. Drug 2: CC1=C(N=C(N=C1N)C(CC(=O)N)NCC(C(=O)N)N)C(=O)NC(C(C2=CN=CN2)OC3C(C(C(C(O3)CO)O)O)OC4C(C(C(C(O4)CO)O)OC(=O)N)O)C(=O)NC(C)C(C(C)C(=O)NC(C(C)O)C(=O)NCCC5=NC(=CS5)C6=NC(=CS6)C(=O)NCCC[S+](C)C)O. Cell line: CCRF-CEM. Synergy scores: CSS=41.5, Synergy_ZIP=0.781, Synergy_Bliss=2.53, Synergy_Loewe=-37.1, Synergy_HSA=0.620. (5) Drug 1: CC1C(C(=O)NC(C(=O)N2CCCC2C(=O)N(CC(=O)N(C(C(=O)O1)C(C)C)C)C)C(C)C)NC(=O)C3=C4C(=C(C=C3)C)OC5=C(C(=O)C(=C(C5=N4)C(=O)NC6C(OC(=O)C(N(C(=O)CN(C(=O)C7CCCN7C(=O)C(NC6=O)C(C)C)C)C)C(C)C)C)N)C. Drug 2: C1CC(=O)NC(=O)C1N2C(=O)C3=CC=CC=C3C2=O. Cell line: OVCAR-4. Synergy scores: CSS=0.355, Synergy_ZIP=-1.71, Synergy_Bliss=-2.51, Synergy_Loewe=-10.3, Synergy_HSA=-3.20. (6) Drug 1: CC1C(C(CC(O1)OC2CC(OC(C2O)C)OC3=CC4=CC5=C(C(=O)C(C(C5)C(C(=O)C(C(C)O)O)OC)OC6CC(C(C(O6)C)O)OC7CC(C(C(O7)C)O)OC8CC(C(C(O8)C)O)(C)O)C(=C4C(=C3C)O)O)O)O. Drug 2: COCCOC1=C(C=C2C(=C1)C(=NC=N2)NC3=CC=CC(=C3)C#C)OCCOC.Cl. Cell line: NCI-H322M. Synergy scores: CSS=44.0, Synergy_ZIP=-2.32, Synergy_Bliss=1.76, Synergy_Loewe=1.61, Synergy_HSA=2.36.